From a dataset of Full USPTO retrosynthesis dataset with 1.9M reactions from patents (1976-2016). Predict the reactants needed to synthesize the given product. (1) Given the product [F:17][C:15]1[CH:14]=[N:13][C:12]([O:18][C:19]2[CH:24]=[CH:23][CH:22]=[C:21]([S:25][CH3:26])[CH:20]=2)=[C:11]([CH:16]=1)[C:10]([NH:9][C@H:6]1[CH2:7][CH2:8][C@@H:3]([NH:2][C:35](=[O:39])[CH:36]([CH3:38])[CH3:37])[CH2:4][CH2:5]1)=[O:27], predict the reactants needed to synthesize it. The reactants are: Cl.[NH2:2][C@@H:3]1[CH2:8][CH2:7][C@H:6]([NH:9][C:10](=[O:27])[C:11]2[CH:16]=[C:15]([F:17])[CH:14]=[N:13][C:12]=2[O:18][C:19]2[CH:24]=[CH:23][CH:22]=[C:21]([S:25][CH3:26])[CH:20]=2)[CH2:5][CH2:4]1.C(N(CC)CC)C.[C:35](O)(=[O:39])[CH:36]([CH3:38])[CH3:37].Cl.CN(C)CCCN=C=NCC.ON1C2C=CC=CC=2N=N1. (2) Given the product [CH2:19]([C:12]1[CH:13]=[C:14]([OH:15])[N:1]([C:3]2[CH:8]=[C:7]([C:9]#[N:10])[CH:6]=[CH:5][N:4]=2)[N:2]=1)[C:20]1[CH:25]=[CH:24][CH:23]=[CH:22][CH:21]=1, predict the reactants needed to synthesize it. The reactants are: [NH:1]([C:3]1[CH:8]=[C:7]([C:9]#[N:10])[CH:6]=[CH:5][N:4]=1)[NH2:2].O=[C:12]([CH2:19][C:20]1[CH:25]=[CH:24][CH:23]=[CH:22][CH:21]=1)[CH2:13][C:14](OCC)=[O:15].